The task is: Predict the reactants needed to synthesize the given product.. This data is from Full USPTO retrosynthesis dataset with 1.9M reactions from patents (1976-2016). (1) Given the product [Cl:1][C:2]1[N:3]=[C:4]([N:13]2[CH2:18][CH2:17][O:16][CH2:15][CH2:14]2)[C:5]2[S:10][C:9]([C:23]3[CH:22]=[N:21][C:20]([F:19])=[CH:25][CH:24]=3)=[C:8]([CH3:12])[C:6]=2[N:7]=1, predict the reactants needed to synthesize it. The reactants are: [Cl:1][C:2]1[N:3]=[C:4]([N:13]2[CH2:18][CH2:17][O:16][CH2:15][CH2:14]2)[C:5]2[S:10][C:9](I)=[C:8]([CH3:12])[C:6]=2[N:7]=1.[F:19][C:20]1[CH:25]=[CH:24][C:23](B(O)O)=[CH:22][N:21]=1.C([O-])([O-])=O.[Na+].[Na+]. (2) Given the product [CH3:1][C:2]1([C:16]([O:18][CH2:19][CH3:20])=[O:17])[CH2:7][CH2:6][C:5]([B:24]2[O:25][C:26]([CH3:28])([CH3:27])[C:22]([CH3:38])([CH3:21])[O:23]2)=[CH:4][CH2:3]1, predict the reactants needed to synthesize it. The reactants are: [CH3:1][C:2]1([C:16]([O:18][CH2:19][CH3:20])=[O:17])[CH2:7][CH2:6][C:5](OS(C(F)(F)F)(=O)=O)=[CH:4][CH2:3]1.[CH3:21][C:22]1([CH3:38])[C:26]([CH3:28])([CH3:27])[O:25][B:24]([B:24]2[O:25][C:26]([CH3:28])([CH3:27])[C:22]([CH3:38])([CH3:21])[O:23]2)[O:23]1.CC([O-])=O.[K+]. (3) Given the product [CH3:25][C:24]1[CH:26]=[CH:27][C:21]([S:18]([O:11][CH2:10][CH2:9][CH2:8][CH2:7][C:1]2[CH:6]=[CH:5][CH:4]=[CH:3][CH:2]=2)(=[O:20])=[O:19])=[CH:22][CH:23]=1, predict the reactants needed to synthesize it. The reactants are: [C:1]1([CH2:7][CH2:8][CH2:9][CH2:10][OH:11])[CH:6]=[CH:5][CH:4]=[CH:3][CH:2]=1.N1C=CC=CC=1.[S:18](Cl)([C:21]1[CH:27]=[CH:26][C:24]([CH3:25])=[CH:23][CH:22]=1)(=[O:20])=[O:19]. (4) Given the product [F:23][C:18]1[C:17]([C:13]2[CH:12]=[C:11]([N:9]3[CH:10]=[C:6]([C:4]([C:26]4[CH:31]=[CH:30][C:29]([O:32][CH3:33])=[CH:28][CH:27]=4)=[O:5])[N:7]=[CH:8]3)[CH:16]=[CH:15][CH:14]=2)=[CH:22][CH:21]=[CH:20][N:19]=1, predict the reactants needed to synthesize it. The reactants are: CON(C)[C:4]([C:6]1[N:7]=[CH:8][N:9]([C:11]2[CH:16]=[CH:15][CH:14]=[C:13]([C:17]3[C:18]([F:23])=[N:19][CH:20]=[CH:21][CH:22]=3)[CH:12]=2)[CH:10]=1)=[O:5].Br[C:26]1[CH:31]=[CH:30][C:29]([O:32][CH3:33])=[CH:28][CH:27]=1. (5) Given the product [NH2:8][CH2:7][C:6]1[CH:9]=[C:10]([C:11]2[NH:15][C:14](=[O:16])[N:13]([C:17]3[CH:22]=[CH:21][C:20]([C:23]([F:24])([F:26])[F:25])=[CH:19][CH:18]=3)[N:12]=2)[C:3]([CH:2]([F:27])[F:1])=[N:4][CH:5]=1, predict the reactants needed to synthesize it. The reactants are: [F:1][CH:2]([F:27])[C:3]1[C:10]([C:11]2[NH:15][C:14](=[O:16])[N:13]([C:17]3[CH:22]=[CH:21][C:20]([C:23]([F:26])([F:25])[F:24])=[CH:19][CH:18]=3)[N:12]=2)=[CH:9][C:6]([C:7]#[N:8])=[CH:5][N:4]=1. (6) Given the product [CH2:1]([O:3][C:4]([C:6]1[N:7]=[C:8]([S:15][CH3:16])[N:9]([CH3:20])[C:10](=[O:14])[C:11]=1[O:12][CH3:13])=[O:5])[CH3:2], predict the reactants needed to synthesize it. The reactants are: [CH2:1]([O:3][C:4]([C:6]1[N:7]=[C:8]([S:15][CH3:16])[NH:9][C:10](=[O:14])[C:11]=1[O:12][CH3:13])=[O:5])[CH3:2].[H-].[Na+].I[CH3:20].